Dataset: Forward reaction prediction with 1.9M reactions from USPTO patents (1976-2016). Task: Predict the product of the given reaction. The product is: [CH3:53][O:52][C:51](=[O:54])[NH:50][C@@H:46]([CH:47]1[CH2:49][CH2:64][O:63][CH2:62][CH2:48]1)[C:45]([N:41]1[CH2:42][CH2:43][CH2:44][CH:40]1[C:38]1[NH:39][C:35]([C:30]2[CH:31]=[C:32]3[CH2:33][O:34][C:21]4[CH:20]=[C:19]5[C:24]([CH:25]=[CH:26][C:16]6[N:15]=[C:14]([C@H:13]7[N:9]([C:7](=[O:8])[C@@H:6]([NH:5][C:3]([O:2][CH3:1])=[O:4])[CH:59]([CH3:61])[CH3:60])[C@H:10]8[CH2:58][CH2:57][CH2:56][C@H:11]8[CH2:12]7)[NH:18][C:17]=65)=[CH:23][C:22]=4[C:27]3=[CH:28][CH:29]=2)=[CH:36][N:37]=1)=[O:55]. Given the reactants [CH3:1][O:2][C:3]([NH:5][C@@H:6]([CH:59]([CH3:61])[CH3:60])[C:7]([N:9]1[C@H:13]([C:14]2[NH:18][C:17]3[C:19]4[C:24]([CH:25]=[CH:26][C:16]=3[N:15]=2)=[CH:23][C:22]2[C:27]3[C:32]([CH2:33][O:34][C:21]=2[CH:20]=4)=[CH:31][C:30]([C:35]2[NH:39][C:38]([CH:40]4[CH2:44][CH2:43][CH2:42][N:41]4[C:45](=[O:55])[C@@H:46]([NH:50][C:51](=[O:54])[O:52][CH3:53])[CH:47]([CH3:49])[CH3:48])=[N:37][CH:36]=2)=[CH:29][CH:28]=3)[CH2:12][C@@H:11]2[CH2:56][CH2:57][CH2:58][C@H:10]12)=[O:8])=[O:4].[CH3:62][O:63][C:64](N[C@@H](C(C)C)C(O)=O)=O, predict the reaction product.